From a dataset of Forward reaction prediction with 1.9M reactions from USPTO patents (1976-2016). Predict the product of the given reaction. Given the reactants Cl[C:2]1[C:11]2[C:6](=[CH:7][C:8]([OH:13])=[C:9]([F:12])[CH:10]=2)[CH:5]=[CH:4][N:3]=1.[Cl:14][C:15]1[CH:20]=[C:19](B(O)O)[C:18]([O:24][CH3:25])=[CH:17][C:16]=1[C:26]1[CH:31]=[CH:30][CH:29]=[C:28]([F:32])[CH:27]=1.C(=O)([O-])[O-].[K+].[K+], predict the reaction product. The product is: [Cl:14][C:15]1[CH:20]=[C:19]([C:2]2[C:11]3[C:6](=[CH:7][C:8]([OH:13])=[C:9]([F:12])[CH:10]=3)[CH:5]=[CH:4][N:3]=2)[C:18]([O:24][CH3:25])=[CH:17][C:16]=1[C:26]1[CH:31]=[CH:30][CH:29]=[C:28]([F:32])[CH:27]=1.